The task is: Predict the reactants needed to synthesize the given product.. This data is from Full USPTO retrosynthesis dataset with 1.9M reactions from patents (1976-2016). (1) Given the product [C:6]([C:5]1[CH:8]=[CH:9][C:2]([NH:10][C@@H:11]([CH:12]([CH3:14])[CH3:13])[C:15]([O:17][CH2:32][CH3:33])=[O:16])=[CH:3][CH:4]=1)#[N:7], predict the reactants needed to synthesize it. The reactants are: Br[C:2]1[CH:9]=[CH:8][C:5]([C:6]#[N:7])=[CH:4][CH:3]=1.[NH2:10][C@H:11]([C:15]([OH:17])=[O:16])[CH:12]([CH3:14])[CH3:13].[O-]P([O-])([O-])=O.[K+].[K+].[K+].C([O-])([O-])=O.[K+].[K+].[CH2:32](I)[CH3:33]. (2) Given the product [CH3:1][C:2]1[C:7]2[C:8]([O:30][CH:50]3[CH2:55][CH2:54][O:53][CH2:52][CH2:51]3)=[N:9][NH:10][C:6]=2[CH:5]=[C:4]([NH:31][C:32]([NH:34][C@@H:35]([C:37]2[CH:38]=[CH:39][CH:40]=[CH:41][CH:42]=2)[CH3:36])=[O:33])[N:3]=1, predict the reactants needed to synthesize it. The reactants are: [CH3:1][C:2]1[C:7]2[C:8](=[O:30])[NH:9][N:10](C(C3C=CC=CC=3)(C3C=CC=CC=3)C3C=CC=CC=3)[C:6]=2[CH:5]=[C:4]([NH:31][C:32]([NH:34][C@@H:35]([C:37]2[CH:42]=[CH:41][CH:40]=[CH:39][CH:38]=2)[CH3:36])=[O:33])[N:3]=1.C([O-])([O-])=O.[Cs+].[Cs+].I[CH:50]1[CH2:55][CH2:54][O:53][CH2:52][CH2:51]1.C([SiH](CC)CC)C.